This data is from Forward reaction prediction with 1.9M reactions from USPTO patents (1976-2016). The task is: Predict the product of the given reaction. (1) The product is: [Br:1][C:2]1[CH:3]=[CH:4][C:5]([CH:8]([CH3:12])[CH2:9][OH:10])=[CH:6][CH:7]=1. Given the reactants [Br:1][C:2]1[CH:7]=[CH:6][C:5]([CH:8]([CH3:12])[C:9](O)=[O:10])=[CH:4][CH:3]=1.B, predict the reaction product. (2) Given the reactants [CH3:1][N:2]([CH3:32])[CH2:3][CH2:4][CH2:5][NH:6]C(C1C=C(C2C=CC(CSCCOC3C=CC=CC=3)=CC=2)C=CC=1)=O.[O:33]([CH2:40][CH2:41][S:42][CH2:43][C:44]1[CH:49]=[CH:48][CH:47]=[CH:46][C:45]=1[C:50]1[C:51]([C:56](O)=[O:57])=[CH:52][CH:53]=[CH:54][CH:55]=1)[C:34]1[CH:39]=[CH:38][CH:37]=[CH:36][CH:35]=1.CN(C)CCCN, predict the reaction product. The product is: [CH3:1][N:2]([CH3:32])[CH2:3][CH2:4][CH2:5][NH:6][C:56]([C:51]1[C:50]([C:45]2[CH:46]=[CH:47][CH:48]=[CH:49][C:44]=2[CH2:43][S:42][CH2:41][CH2:40][O:33][C:34]2[CH:39]=[CH:38][CH:37]=[CH:36][CH:35]=2)=[CH:55][CH:54]=[CH:53][CH:52]=1)=[O:57]. (3) Given the reactants [C:1]([NH:8][C:9]1([C:18]([OH:20])=O)[CH2:17][C:16]2[C:11](=[CH:12][CH:13]=[CH:14][CH:15]=2)[CH2:10]1)([O:3]C(C)(C)C)=O.CCN=C=NCCCN(C)C.Cl.Cl.C([NH:44][CH2:45][CH2:46][CH2:47][CH2:48][NH2:49])(OCC1C=CC=CC=1)=O.C(N(CC)CC)C.C1(=O)[O:63][C:61](=[O:62])[CH2:60][CH2:59][CH2:58]1, predict the reaction product. The product is: [NH2:49][CH2:48][CH2:47][CH2:46][CH2:45][NH:44][C:18]([C:9]1([NH:8][C:1]([CH2:58][CH2:59][CH2:60][C:61]([OH:63])=[O:62])=[O:3])[CH2:10][C:11]2[C:16](=[CH:15][CH:14]=[CH:13][CH:12]=2)[CH2:17]1)=[O:20]. (4) Given the reactants [OH:1][CH2:2][C:3]([CH2:8][OH:9])([CH2:6][OH:7])[CH2:4][OH:5].[OH-].[Na+].[C:12]([O:16][C:17]([CH3:20])([CH3:19])[CH3:18])(=[O:15])[CH:13]=[CH2:14], predict the reaction product. The product is: [OH:1][CH2:2][C:3]([CH2:8][OH:9])([CH2:6][OH:7])[CH2:4][O:5][CH2:14][CH2:13][C:12]([O:16][C:17]([CH3:20])([CH3:19])[CH3:18])=[O:15]. (5) Given the reactants [C:1]([O:5][C:6](=[O:55])[C:7]1[CH:15]=[C:14]([NH:16][C:17](=[O:54])[CH2:18][N:19]([CH2:45][CH2:46][C:47]([O:49][C:50]([CH3:53])([CH3:52])[CH3:51])=[O:48])[C:20](=[O:44])[CH2:21][CH2:22][CH2:23][CH2:24][CH2:25][CH2:26][CH2:27][CH2:28][CH2:29][CH2:30][CH2:31][CH2:32][CH2:33][CH2:34][CH2:35][CH2:36][C:37]([O:39][C:40]([CH3:43])([CH3:42])[CH3:41])=[O:38])[CH:13]=[C:9]([C:10]([OH:12])=[O:11])[CH:8]=1)([CH3:4])([CH3:3])[CH3:2].[B-](F)(F)(F)F.CN(C(O[N:69]1[C:74](=[O:75])[CH2:73][CH2:72][C:70]1=[O:71])=[N+](C)C)C.CCN(C(C)C)C(C)C, predict the reaction product. The product is: [O:71]=[C:70]1[CH2:72][CH2:73][C:74](=[O:75])[N:69]1[O:11][C:10](=[O:12])[C:9]1[CH:8]=[C:7]([CH:15]=[C:14]([NH:16][C:17](=[O:54])[CH2:18][N:19]([CH2:45][CH2:46][C:47]([O:49][C:50]([CH3:53])([CH3:52])[CH3:51])=[O:48])[C:20](=[O:44])[CH2:21][CH2:22][CH2:23][CH2:24][CH2:25][CH2:26][CH2:27][CH2:28][CH2:29][CH2:30][CH2:31][CH2:32][CH2:33][CH2:34][CH2:35][CH2:36][C:37]([O:39][C:40]([CH3:41])([CH3:42])[CH3:43])=[O:38])[CH:13]=1)[C:6]([O:5][C:1]([CH3:2])([CH3:3])[CH3:4])=[O:55]. (6) Given the reactants [OH-].[Na+].[O-:3][S:4]([C:7]([F:10])([F:9])[F:8])(=[O:6])=[O:5].[OH:11][C:12]1[CH:17]=[CH:16][C:15]([S+:18]([C:25]2[CH:30]=[CH:29][C:28]([OH:31])=[CH:27][CH:26]=2)[C:19]2[CH:24]=[CH:23][CH:22]=[CH:21][CH:20]=2)=[CH:14][CH:13]=1.CS(C)=O.Cl[CH2:37][CH2:38][O:39][CH:40]=[CH2:41].[CH3:42][CH2:43][O:44][CH2:45][CH3:46], predict the reaction product. The product is: [O-:6][S:4]([C:7]([F:10])([F:9])[F:8])(=[O:5])=[O:3].[CH:40]([O:39][CH2:38][CH2:37][O:11][C:12]1[CH:17]=[CH:16][C:15]([S+:18]([C:25]2[CH:26]=[CH:27][C:28]([O:31][CH2:46][CH2:45][O:44][CH:43]=[CH2:42])=[CH:29][CH:30]=2)[C:19]2[CH:24]=[CH:23][CH:22]=[CH:21][CH:20]=2)=[CH:14][CH:13]=1)=[CH2:41].